This data is from Catalyst prediction with 721,799 reactions and 888 catalyst types from USPTO. The task is: Predict which catalyst facilitates the given reaction. (1) Reactant: [N+:1]([C:4]1[CH:5]=[C:6]2[C:10](=[CH:11][CH:12]=1)[C:9](=[O:13])[N:8]([C:14]1[CH:19]=[CH:18][C:17]([CH2:20][CH2:21][CH3:22])=[CH:16][CH:15]=1)[C:7]2=[O:23])([O-])=O.[Sn].Cl.[OH-].[Na+]. Product: [NH2:1][C:4]1[CH:5]=[C:6]2[C:10](=[CH:11][CH:12]=1)[C:9](=[O:13])[N:8]([C:14]1[CH:19]=[CH:18][C:17]([CH2:20][CH2:21][CH3:22])=[CH:16][CH:15]=1)[CH2:7]2.[NH2:1][C:4]1[CH:5]=[C:6]2[C:10]([CH2:9][N:8]([C:14]3[CH:19]=[CH:18][C:17]([CH2:20][CH2:21][CH3:22])=[CH:16][CH:15]=3)[C:7]2=[O:23])=[CH:11][CH:12]=1. The catalyst class is: 8. (2) Reactant: N[C:2]1[C:11]([CH3:12])=[CH:10][CH:9]=[C:8]2[C:3]=1[CH:4]=[CH:5][NH:6][C:7]2=[O:13].N([O-])=[O:15].[Na+]. The catalyst class is: 65. Product: [OH:15][C:2]1[C:11]([CH3:12])=[CH:10][CH:9]=[C:8]2[C:3]=1[CH:4]=[CH:5][NH:6][C:7]2=[O:13]. (3) Reactant: [CH3:1][C:2]1[CH:7]=[C:6]([C:8]([F:11])([F:10])[F:9])[CH:5]=[CH:4][C:3]=1[CH:12]1[CH2:17][CH:16]([C:18]([O:20]C)=[O:19])[CH2:15][CH2:14][N:13]1[C:22]([O:24][CH3:25])=[O:23].[Br-].[Li+].C(N(CC)CC)C. Product: [CH3:25][O:24][C:22]([N:13]1[CH2:14][CH2:15][CH:16]([C:18]([OH:20])=[O:19])[CH2:17][CH:12]1[C:3]1[CH:4]=[CH:5][C:6]([C:8]([F:11])([F:9])[F:10])=[CH:7][C:2]=1[CH3:1])=[O:23]. The catalyst class is: 47. (4) Reactant: C(O)C.Cl.[C:5]([C:9]1[CH:10]=[C:11]([CH:23]=[CH:24][CH:25]=1)[O:12][C:13]1[C:18]([CH3:19])=[CH:17][C:16]([N+:20]([O-])=O)=[CH:15][N:14]=1)([CH3:8])([CH3:7])[CH3:6]. Product: [C:5]([C:9]1[CH:10]=[C:11]([CH:23]=[CH:24][CH:25]=1)[O:12][C:13]1[N:14]=[CH:15][C:16]([NH2:20])=[CH:17][C:18]=1[CH3:19])([CH3:8])([CH3:6])[CH3:7]. The catalyst class is: 150. (5) Reactant: [CH3:1][N:2]1[CH:6]=[C:5](/[CH:7]=[CH:8]/[C:9]([O:11][CH3:12])=[O:10])[CH:4]=[N:3]1. Product: [CH3:1][N:2]1[CH:6]=[C:5]([CH2:7][CH2:8][C:9]([O:11][CH3:12])=[O:10])[CH:4]=[N:3]1. The catalyst class is: 29. (6) Reactant: [OH:1][CH:2]1[CH2:7][CH2:6][CH2:5][N:4]([C:8]([O:10][C:11]([CH3:14])([CH3:13])[CH3:12])=[O:9])[CH2:3]1.[H-].[Na+].Br[CH2:18][C:19]([O:21][CH3:22])=[O:20]. Product: [CH3:22][O:21][C:19](=[O:20])[CH2:18][O:1][CH:2]1[CH2:7][CH2:6][CH2:5][N:4]([C:8]([O:10][C:11]([CH3:14])([CH3:13])[CH3:12])=[O:9])[CH2:3]1. The catalyst class is: 1. (7) Reactant: [CH2:1]([OH:17])[CH2:2][CH2:3][CH2:4][CH2:5][CH2:6][CH2:7][CH2:8][CH2:9][CH2:10][CH2:11][CH2:12][CH2:13][CH2:14][CH2:15][CH3:16].[C:18]1([CH3:27])[CH:23]=[CH:22][C:21]([N:24]=[C:25]=[O:26])=[CH:20][CH:19]=1. Product: [CH3:27][C:18]1[CH:23]=[CH:22][C:21]([NH:24][C:25](=[O:26])[O:17][CH2:1][CH2:2][CH2:3][CH2:4][CH2:5][CH2:6][CH2:7][CH2:8][CH2:9][CH2:10][CH2:11][CH2:12][CH2:13][CH2:14][CH2:15][CH3:16])=[CH:20][CH:19]=1. The catalyst class is: 11. (8) Reactant: [N:1]([CH2:4][C:5]1[N:6]=[N:7][C:8]([C:11]2[C:16]([F:17])=[CH:15][CH:14]=[CH:13][C:12]=2[F:18])=[CH:9][CH:10]=1)=[N+]=[N-].P(C)(C)C.[N:23]([C:26]1[CH:27]=[N:28][S:29][C:30]=1[N:31]1[CH2:36][CH2:35][CH2:34][C@H:33]([NH:37][C:38](=[O:44])[O:39][C:40]([CH3:43])([CH3:42])[CH3:41])[CH2:32]1)=[C:24]=S.N#N. Product: [F:18][C:12]1[CH:13]=[CH:14][CH:15]=[C:16]([F:17])[C:11]=1[C:8]1[CH:9]=[CH:10][C:5]2[N:6]([C:24]([NH:23][C:26]3[CH:27]=[N:28][S:29][C:30]=3[N:31]3[CH2:36][CH2:35][CH2:34][C@H:33]([NH:37][C:38](=[O:44])[O:39][C:40]([CH3:42])([CH3:41])[CH3:43])[CH2:32]3)=[N:1][CH:4]=2)[N:7]=1. The catalyst class is: 1. (9) Reactant: [CH3:1][O:2][C:3](=[O:24])[CH:4]=P(C1C=CC=CC=1)(C1C=CC=CC=1)C1C=CC=CC=1.[CH:25]([C:27]1[CH:28]=[C:29]([CH:34]=[C:35]([CH3:37])[CH:36]=1)[C:30]([NH:32][CH3:33])=[O:31])=O. Product: [CH3:37][C:35]1[CH:36]=[C:27](/[CH:25]=[CH:4]/[C:3]([O:2][CH3:1])=[O:24])[CH:28]=[C:29]([C:30](=[O:31])[NH:32][CH3:33])[CH:34]=1. The catalyst class is: 2. (10) Reactant: [Br:1][C:2]1[CH:7]=[CH:6][C:5]([C:8]2[NH:13][C:12](=O)[N:11]3[CH:15]=[CH:16][N:17]=[C:10]3[CH:9]=2)=[CH:4][CH:3]=1.P(Cl)(Cl)([Cl:20])=O.C(N(CC)C1C=CC=CC=1)C. Product: [Br:1][C:2]1[CH:7]=[CH:6][C:5]([C:8]2[N:13]=[C:12]([Cl:20])[N:11]3[CH:15]=[CH:16][N:17]=[C:10]3[CH:9]=2)=[CH:4][CH:3]=1. The catalyst class is: 10.